Dataset: Peptide-MHC class II binding affinity with 134,281 pairs from IEDB. Task: Regression. Given a peptide amino acid sequence and an MHC pseudo amino acid sequence, predict their binding affinity value. This is MHC class II binding data. (1) The peptide sequence is MSSGSFINISV. The MHC is DRB1_0802 with pseudo-sequence DRB1_0802. The binding affinity (normalized) is 0. (2) The peptide sequence is VHVSFVMAYPEMLAA. The MHC is HLA-DPA10103-DPB10401 with pseudo-sequence HLA-DPA10103-DPB10401. The binding affinity (normalized) is 0.416.